From a dataset of Forward reaction prediction with 1.9M reactions from USPTO patents (1976-2016). Predict the product of the given reaction. Given the reactants [CH3:1][N:2]1[CH2:6][CH2:5][NH:4][C:3]1=[O:7].[H-].[Na+].Cl[CH2:11][C:12]1[C:17]([CH2:18][CH3:19])=[N:16][C:15]2[N:20]([CH2:23][CH3:24])[N:21]=[CH:22][C:14]=2[C:13]=1[NH:25][CH:26]1[CH2:31][CH2:30][O:29][CH2:28][CH2:27]1, predict the reaction product. The product is: [CH2:23]([N:20]1[C:15]2=[N:16][C:17]([CH2:18][CH3:19])=[C:12]([CH2:11][N:4]3[CH2:5][CH2:6][N:2]([CH3:1])[C:3]3=[O:7])[C:13]([NH:25][CH:26]3[CH2:31][CH2:30][O:29][CH2:28][CH2:27]3)=[C:14]2[CH:22]=[N:21]1)[CH3:24].